From a dataset of TCR-epitope binding with 47,182 pairs between 192 epitopes and 23,139 TCRs. Binary Classification. Given a T-cell receptor sequence (or CDR3 region) and an epitope sequence, predict whether binding occurs between them. (1) The epitope is LLALHRSYL. The TCR CDR3 sequence is CATSDPRTGGWETQYF. Result: 1 (the TCR binds to the epitope). (2) The epitope is LLWNGPMAV. The TCR CDR3 sequence is CASSAAGGSYEQYF. Result: 0 (the TCR does not bind to the epitope). (3) The epitope is KLGGALQAK. The TCR CDR3 sequence is CATSDLMDNEQFF. Result: 0 (the TCR does not bind to the epitope).